Dataset: Reaction yield outcomes from USPTO patents with 853,638 reactions. Task: Predict the reaction yield, written as a fraction of the theoretical maximum amount of product (1.0 means a 100% yield; for example, 0.34 means a 34% yield). (1) The reactants are [CH3:1][O:2][C:3]1[CH:16]=[C:15]([O:17][CH3:18])[CH:14]=[CH:13][C:4]=1[CH2:5][NH:6][C:7]1[CH:12]=[CH:11][N:10]=[CH:9][N:8]=1.[Cl:19][C:20]1[CH:21]=[C:22]([S:27](Cl)(=[O:29])=[O:28])[CH:23]=[CH:24][C:25]=1[F:26].N12CCN(CC1)CC2. The catalyst is C(#N)C. The product is [Cl:19][C:20]1[CH:21]=[C:22]([S:27]([N:6]([CH2:5][C:4]2[CH:13]=[CH:14][C:15]([O:17][CH3:18])=[CH:16][C:3]=2[O:2][CH3:1])[C:7]2[CH:12]=[CH:11][N:10]=[CH:9][N:8]=2)(=[O:28])=[O:29])[CH:23]=[CH:24][C:25]=1[F:26]. The yield is 0.470. (2) The reactants are Br[C:2]1[CH:7]=[CH:6][N:5]=[C:4]([C:8]2[N:12]=[C:11]([C:13]3[N:14]=[CH:15][S:16][CH:17]=3)[N:10]([CH2:18][C:19]3[CH:24]=[CH:23][CH:22]=[CH:21][C:20]=3[F:25])[N:9]=2)[CH:3]=1.[OH-].[NH4+:27]. The catalyst is C(O)CO.O1CCOCC1.[Cl-].[Na+].O.[Cu-]=O. The product is [F:25][C:20]1[CH:21]=[CH:22][CH:23]=[CH:24][C:19]=1[CH2:18][N:10]1[C:11]([C:13]2[N:14]=[CH:15][S:16][CH:17]=2)=[N:12][C:8]([C:4]2[CH:3]=[C:2]([NH2:27])[CH:7]=[CH:6][N:5]=2)=[N:9]1. The yield is 0.596.